Dataset: Full USPTO retrosynthesis dataset with 1.9M reactions from patents (1976-2016). Task: Predict the reactants needed to synthesize the given product. Given the product [F:1][C:2]1[CH:8]=[CH:7][C:5]([NH:6][CH:21]=[C:15]2[C:16](=[O:18])[O:17][C:12]([CH3:20])([CH3:11])[O:13][C:14]2=[O:19])=[CH:4][C:3]=1[O:9][CH3:10], predict the reactants needed to synthesize it. The reactants are: [F:1][C:2]1[CH:8]=[CH:7][C:5]([NH2:6])=[CH:4][C:3]=1[O:9][CH3:10].[CH3:11][C:12]1([CH3:20])[O:17][C:16](=[O:18])[CH2:15][C:14](=[O:19])[O:13]1.[CH:21](OC)(OC)OC.